This data is from Forward reaction prediction with 1.9M reactions from USPTO patents (1976-2016). The task is: Predict the product of the given reaction. (1) Given the reactants [CH3:1][N:2]1[C:10]2[C:5](=[CH:6][C:7]([CH2:11]O)=[CH:8][CH:9]=2)[CH:4]=[C:3]1[CH3:13].[NH:14]1[CH:18]=[C:17]([C:19]([O:21][CH2:22][CH3:23])=[O:20])[CH:16]=[N:15]1.C1(P(C2C=CC=CC=2)C2C=CC=CC=2)C=CC=CC=1.C1(C)C=CC=CC=1, predict the reaction product. The product is: [CH3:1][N:2]1[C:10]2[C:5](=[CH:6][C:7]([CH2:11][N:14]3[CH:18]=[C:17]([C:19]([O:21][CH2:22][CH3:23])=[O:20])[CH:16]=[N:15]3)=[CH:8][CH:9]=2)[CH:4]=[C:3]1[CH3:13]. (2) Given the reactants [C:1]1([S:11]([C:14]2[C:22]3[C:17](=[CH:18][CH:19]=[C:20]([O:23][CH2:24][CH2:25][CH2:26]OS(C4C=CC(C)=CC=4)(=O)=O)[CH:21]=3)[NH:16][N:15]=2)(=[O:13])=[O:12])[C:10]2[C:5](=[CH:6][CH:7]=[CH:8][CH:9]=2)[CH:4]=[CH:3][CH:2]=1.[CH3:38][NH:39][CH2:40][CH3:41], predict the reaction product. The product is: [CH2:40]([N:39]([CH3:38])[CH2:26][CH2:25][CH2:24][O:23][C:20]1[CH:21]=[C:22]2[C:17](=[CH:18][CH:19]=1)[NH:16][N:15]=[C:14]2[S:11]([C:1]1[C:10]2[C:5](=[CH:6][CH:7]=[CH:8][CH:9]=2)[CH:4]=[CH:3][CH:2]=1)(=[O:13])=[O:12])[CH3:41]. (3) Given the reactants [CH3:1][C:2]1[CH:7]=[C:6]([CH3:8])[N:5]=[C:4]([C:9]#[N:10])[N:3]=1.[CH2:11]([Mg]Br)[CH3:12].B(F)(F)F.CCOCC.O, predict the reaction product. The product is: [CH3:1][C:2]1[CH:7]=[C:6]([CH3:8])[N:5]=[C:4]([C:9]2([NH2:10])[CH2:12][CH2:11]2)[N:3]=1.